Binary Classification. Given a drug SMILES string, predict its activity (active/inactive) in a high-throughput screening assay against a specified biological target. From a dataset of Kir2.1 potassium channel HTS with 301,493 compounds. (1) The compound is S(=O)(=O)(N(CC(=O)Nc1ccc(OC)cc1)C)c1[nH]cnc1. The result is 0 (inactive). (2) The compound is Brc1cc(NC(=O)CCN2CCOCC2)ccc1. The result is 0 (inactive). (3) The compound is Clc1c(cc2OCOc2c1)/C=N\Nc1nc(N2CCOCC2)nc(N2CCOCC2)n1. The result is 0 (inactive). (4) The drug is s1c(NC(=O)CN2CCOCC2)c2c(c3c(oc2=O)cccc3)c1. The result is 0 (inactive). (5) The drug is S(=O)(=O)(NC(c1ccccc1)C)c1ccc(SC)cc1. The result is 1 (active). (6) The drug is O=C/1c2c(C=CC1=N\Nc1ncccc1)cccc2. The result is 0 (inactive). (7) The compound is O(c1ccc(CCNC2CCc3c(C2)cccc3)cc1)C. The result is 1 (active). (8) The compound is o1nc(c2c1CC(CC2=O)(C)C)Cc1cc(OCC)c(OCC)cc1. The result is 0 (inactive). (9) The molecule is [O-][N+](=O)C1C(C([N+]([O-])=O)C(NC1c1ccc(O)cc1)c1ccc(O)cc1)(C)C. The result is 0 (inactive). (10) The molecule is Fc1c(C(=O)NCC(=O)c2ccccc2)cccc1. The result is 0 (inactive).